This data is from Reaction yield outcomes from USPTO patents with 853,638 reactions. The task is: Predict the reaction yield, written as a fraction of the theoretical maximum amount of product (1.0 means a 100% yield; for example, 0.34 means a 34% yield). The product is [OH:20][CH2:19][CH2:21][NH:22][CH2:2][CH2:3][CH2:4][C:5]1[CH:12]=[CH:11][C:8]([C:9]#[N:10])=[CH:7][CH:6]=1. The yield is 0.575. The reactants are Br[CH2:2][CH2:3][CH2:4][C:5]1[CH:12]=[CH:11][C:8]([C:9]#[N:10])=[CH:7][CH:6]=1.C([O-])([O-])=O.[K+].[K+].[CH2:19]([CH2:21][NH2:22])[OH:20]. The catalyst is C(#N)C.